Dataset: NCI-60 drug combinations with 297,098 pairs across 59 cell lines. Task: Regression. Given two drug SMILES strings and cell line genomic features, predict the synergy score measuring deviation from expected non-interaction effect. (1) Drug 1: COC1=C(C=C2C(=C1)N=CN=C2NC3=CC(=C(C=C3)F)Cl)OCCCN4CCOCC4. Drug 2: C1=NC2=C(N1)C(=S)N=CN2. Cell line: U251. Synergy scores: CSS=21.5, Synergy_ZIP=-13.2, Synergy_Bliss=-8.99, Synergy_Loewe=-7.76, Synergy_HSA=-6.03. (2) Drug 1: CC1=C2C(C(=O)C3(C(CC4C(C3C(C(C2(C)C)(CC1OC(=O)C(C(C5=CC=CC=C5)NC(=O)OC(C)(C)C)O)O)OC(=O)C6=CC=CC=C6)(CO4)OC(=O)C)O)C)O. Drug 2: C1=NC(=NC(=O)N1C2C(C(C(O2)CO)O)O)N. Cell line: NCI-H460. Synergy scores: CSS=63.0, Synergy_ZIP=-0.797, Synergy_Bliss=-0.816, Synergy_Loewe=0.0581, Synergy_HSA=0.601. (3) Drug 1: C1CCC(CC1)NC(=O)N(CCCl)N=O. Drug 2: C1=NC(=NC(=O)N1C2C(C(C(O2)CO)O)O)N. Cell line: OVCAR-8. Synergy scores: CSS=16.0, Synergy_ZIP=-6.57, Synergy_Bliss=-1.80, Synergy_Loewe=-6.70, Synergy_HSA=-2.92.